From a dataset of Reaction yield outcomes from USPTO patents with 853,638 reactions. Predict the reaction yield, written as a fraction of the theoretical maximum amount of product (1.0 means a 100% yield; for example, 0.34 means a 34% yield). (1) The reactants are Cl[CH2:2][C:3]1[CH:7]=[C:6]([CH2:8]C)[O:5][N:4]=1.[OH:10][CH2:11][C:12]([N:14]([CH2:16][C@H:17]([O:19][C:20]1[CH:29]=[CH:28][CH:27]=[C:26]2[C:21]=1[C:22]([NH:30][C:31]1[CH:36]=[CH:35][C:34]([OH:37])=[C:33]([CH3:38])[CH:32]=1)=[N:23][CH:24]=[N:25]2)[CH3:18])[CH3:15])=[O:13]. No catalyst specified. The product is [OH:10][CH2:11][C:12]([N:14]([CH3:15])[CH2:16][C@H:17]([O:19][C:20]1[CH:29]=[CH:28][CH:27]=[C:26]2[C:21]=1[C:22]([NH:30][C:31]1[CH:36]=[CH:35][C:34]([O:37][CH2:2][C:3]3[CH:7]=[C:6]([CH3:8])[O:5][N:4]=3)=[C:33]([CH3:38])[CH:32]=1)=[N:23][CH:24]=[N:25]2)[CH3:18])=[O:13]. The yield is 0.0700. (2) The reactants are [OH:1][C:2]1[CH:3]=[C:4]2[C:9](=[CH:10][CH:11]=1)[CH:8]=[C:7]([C:12]1[C:20]3[C:15](=[CH:16][CH:17]=[C:18]([C:21]#[N:22])[CH:19]=3)[N:14]([CH:23]3[CH2:28][CH2:27][CH2:26][CH2:25][O:24]3)[N:13]=1)[CH:6]=[CH:5]2.C1(P(C2C=CC=CC=2)C2C=CC=CC=2)C=CC=CC=1.[CH3:48][C@H:49]1[CH2:53][CH2:52][C@@H:51]([CH3:54])[N:50]1[CH2:55][CH2:56]O.CC(OC(/N=N/C(OC(C)C)=O)=O)C. The catalyst is C1COCC1. The product is [CH3:48][CH:49]1[CH2:53][CH2:52][CH:51]([CH3:54])[N:50]1[CH2:55][CH2:56][O:1][C:2]1[CH:3]=[C:4]2[C:9](=[CH:10][CH:11]=1)[CH:8]=[C:7]([C:12]1[C:20]3[C:15](=[CH:16][CH:17]=[C:18]([C:21]#[N:22])[CH:19]=3)[N:14]([CH:23]3[CH2:28][CH2:27][CH2:26][CH2:25][O:24]3)[N:13]=1)[CH:6]=[CH:5]2. The yield is 0.290. (3) The reactants are C(Cl)(=O)C(Cl)=O.CS(C)=O.[N:11]1([CH2:17][C:18]2[CH:23]=[CH:22][C:21]([CH2:24][OH:25])=[CH:20][CH:19]=2)[CH2:16][CH2:15][O:14][CH2:13][CH2:12]1.CCN(CC)CC. The catalyst is C(Cl)Cl.O. The product is [N:11]1([CH2:17][C:18]2[CH:23]=[CH:22][C:21]([CH:24]=[O:25])=[CH:20][CH:19]=2)[CH2:16][CH2:15][O:14][CH2:13][CH2:12]1. The yield is 0.810. (4) The reactants are Cl[C:2]([O:4][CH3:5])=[O:3].[Cl:6][C:7]1[CH:8]=[CH:9][C:10]([OH:30])=[C:11]([CH:29]=1)[C:12]([NH:14][C:15]1[CH:20]=[C:19]([C:21]([F:24])([F:23])[F:22])[CH:18]=[C:17]([C:25]([F:28])([F:27])[F:26])[CH:16]=1)=[O:13].O. The catalyst is O1CCCC1. The product is [Cl:6][C:7]1[CH:8]=[CH:9][C:10]([O:30][C:2]([O:4][CH3:5])=[O:3])=[C:11]([CH:29]=1)[C:12]([NH:14][C:15]1[CH:20]=[C:19]([C:21]([F:24])([F:23])[F:22])[CH:18]=[C:17]([C:25]([F:26])([F:27])[F:28])[CH:16]=1)=[O:13]. The yield is 0.786. (5) The reactants are CC([N:5]([CH2:9][C:10]([N:12]([CH2:26][C:27]1[CH:32]=[CH:31][CH:30]=[C:29]([Cl:33])[C:28]=1[CH3:34])[C:13]1[N:14]=[C:15]([N:20]2[CH2:25][CH2:24][O:23][CH2:22][CH2:21]2)[S:16][C:17]=1[C:18]#[N:19])=O)C(=O)[O-])(C)C.B1([O-])O[O:36]1.O.O.O.O.[Na+].Cl.O1CCOCC1. The catalyst is CO.O.CCOC(C)=O. The product is [NH2:5][CH2:9][C:10]1[N:12]([CH2:26][C:27]2[CH:32]=[CH:31][CH:30]=[C:29]([Cl:33])[C:28]=2[CH3:34])[C:13]2[N:14]=[C:15]([N:20]3[CH2:25][CH2:24][O:23][CH2:22][CH2:21]3)[S:16][C:17]=2[C:18](=[O:36])[N:19]=1. The yield is 0.260. (6) The reactants are [N+:1]([CH2:3][C:4]([O:6]C)=O)#[C-:2].Cl.[F:9][C@@H:10]1[CH2:14][CH2:13][NH:12][CH2:11]1.C(N(CC)CC)C. The catalyst is CO. The product is [F:9][C@@H:10]1[CH2:14][CH2:13][N:12]([C:4](=[O:6])[CH2:3][N+:1]#[C-:2])[CH2:11]1. The yield is 0.770. (7) The reactants are [C:1]([C:4]1[CH:5]=[C:6]([N:11]2[CH2:15][CH2:14][N:13]([C:16]3[CH:17]=[N:18][CH:19]=[CH:20][C:21]=3[CH3:22])[C:12]2=[O:23])[CH:7]=[CH:8][C:9]=1F)(=O)[CH3:2].CO.O.[NH2:27][NH2:28]. The catalyst is C(Cl)(Cl)Cl. The product is [CH3:2][C:1]1[C:4]2[C:9](=[CH:8][CH:7]=[C:6]([N:11]3[CH2:15][CH2:14][N:13]([C:16]4[CH:17]=[N:18][CH:19]=[CH:20][C:21]=4[CH3:22])[C:12]3=[O:23])[CH:5]=2)[NH:28][N:27]=1. The yield is 0.140. (8) The reactants are [C:1]1([S:7]([NH:10][C:11]2[CH:16]=[CH:15][C:14](I)=[CH:13][CH:12]=2)(=[O:9])=[O:8])[CH:6]=[CH:5][CH:4]=[CH:3][CH:2]=1.C1(C)C=CC=CC=1P(C1C=CC=CC=1C)C1C=CC=CC=1C.CCN(CC)CC.[C:47]([OH:51])(=[O:50])[CH:48]=[CH2:49]. The catalyst is CN(C=O)C.C1C=CC(/C=C/C(/C=C/C2C=CC=CC=2)=O)=CC=1.C1C=CC(/C=C/C(/C=C/C2C=CC=CC=2)=O)=CC=1.C1C=CC(/C=C/C(/C=C/C2C=CC=CC=2)=O)=CC=1.[Pd].[Pd]. The product is [C:1]1([S:7]([NH:10][C:11]2[CH:16]=[CH:15][C:14]([CH:49]=[CH:48][C:47]([OH:51])=[O:50])=[CH:13][CH:12]=2)(=[O:9])=[O:8])[CH:6]=[CH:5][CH:4]=[CH:3][CH:2]=1. The yield is 0.990.